Dataset: Forward reaction prediction with 1.9M reactions from USPTO patents (1976-2016). Task: Predict the product of the given reaction. (1) Given the reactants [CH3:1][O:2][C:3]1[CH:4]=[C:5]([C:11]2[C@@H:20]3[C@@H:15]([CH2:16][CH2:17][CH2:18][CH2:19]3)[C:14](=[O:21])[N:13]([CH:22]3[CH2:27][CH2:26][N:25]([C:28](=[O:47])[C@H:29]([NH:39]C(=O)OC(C)(C)C)[CH2:30][C:31]4[CH:36]=[CH:35][C:34]([O:37][CH3:38])=[CH:33][CH:32]=4)[CH2:24][CH2:23]3)[N:12]=2)[CH:6]=[CH:7][C:8]=1[O:9][CH3:10].[ClH:48].C(OCC)C, predict the reaction product. The product is: [ClH:48].[NH2:39][C@H:29]([CH2:30][C:31]1[CH:32]=[CH:33][C:34]([O:37][CH3:38])=[CH:35][CH:36]=1)[C:28]([N:25]1[CH2:24][CH2:23][CH:22]([N:13]2[N:12]=[C:11]([C:5]3[CH:6]=[CH:7][C:8]([O:9][CH3:10])=[C:3]([O:2][CH3:1])[CH:4]=3)[C@@H:20]3[C@@H:15]([CH2:16][CH2:17][CH2:18][CH2:19]3)[C:14]2=[O:21])[CH2:27][CH2:26]1)=[O:47]. (2) Given the reactants [NH2:1][C:2]1[CH:3]=[C:4]([CH:16]=[CH:17][CH:18]=1)[O:5][CH2:6][CH2:7][NH:8][C:9](=[O:15])[O:10][C:11]([CH3:14])([CH3:13])[CH3:12].[CH3:19][CH:20]([S:23](Cl)(=[O:25])=[O:24])[CH2:21][CH3:22], predict the reaction product. The product is: [CH3:19][CH:20]([S:23]([NH:1][C:2]1[CH:3]=[C:4]([CH:16]=[CH:17][CH:18]=1)[O:5][CH2:6][CH2:7][NH:8][C:9](=[O:15])[O:10][C:11]([CH3:14])([CH3:13])[CH3:12])(=[O:25])=[O:24])[CH2:21][CH3:22]. (3) Given the reactants C[O:2][C:3](=[O:39])[C@@H:4]([O:6][C:7]1[CH:16]=[CH:15][C:14]([F:17])=[C:13]2[C:8]=1[C:9]([O:35][CH:36]([F:38])[F:37])=[C:10]([CH2:20][C:21]1[CH:26]=[CH:25][C:24]([C:27]([N:29]3[CH2:33][CH2:32][CH2:31][CH2:30]3)=[O:28])=[CH:23][C:22]=1[Cl:34])[C:11]([CH2:18][CH3:19])=[N:12]2)[CH3:5].O1CCCC1.[OH-].[Li+], predict the reaction product. The product is: [Cl:34][C:22]1[CH:23]=[C:24]([C:27]([N:29]2[CH2:30][CH2:31][CH2:32][CH2:33]2)=[O:28])[CH:25]=[CH:26][C:21]=1[CH2:20][C:10]1[C:11]([CH2:18][CH3:19])=[N:12][C:13]2[C:8]([C:9]=1[O:35][CH:36]([F:38])[F:37])=[C:7]([O:6][C@@H:4]([CH3:5])[C:3]([OH:39])=[O:2])[CH:16]=[CH:15][C:14]=2[F:17]. (4) Given the reactants [F:1][C:2]1[CH:7]=[CH:6][C:5]([N:8]2[CH:11]([C:12]3[CH:17]=[CH:16][C:15]([O:18][CH2:19][C:20]([O:22]C(C)(C)C)=[O:21])=[CH:14][CH:13]=3)[CH:10]([CH2:27][CH2:28][S:29][C:30]3[CH:35]=[CH:34][C:33]([F:36])=[CH:32][CH:31]=3)[C:9]2=[O:37])=[CH:4][CH:3]=1, predict the reaction product. The product is: [F:1][C:2]1[CH:7]=[CH:6][C:5]([N:8]2[CH:11]([C:12]3[CH:13]=[CH:14][C:15]([O:18][CH2:19][C:20]([OH:22])=[O:21])=[CH:16][CH:17]=3)[CH:10]([CH2:27][CH2:28][S:29][C:30]3[CH:31]=[CH:32][C:33]([F:36])=[CH:34][CH:35]=3)[C:9]2=[O:37])=[CH:4][CH:3]=1. (5) Given the reactants [Br:1][C:2]1[CH:10]=[C:9]([O:11][CH3:12])[CH:8]=[C:7]2[C:3]=1[CH:4]=[N:5][NH:6]2.[O:13]1[CH:18]=[CH:17][CH2:16][CH2:15][CH2:14]1, predict the reaction product. The product is: [Br:1][C:2]1[CH:10]=[C:9]([O:11][CH3:12])[CH:8]=[C:7]2[C:3]=1[CH:4]=[N:5][N:6]2[CH:14]1[CH2:15][CH2:16][CH2:17][CH2:18][O:13]1.